Dataset: Reaction yield outcomes from USPTO patents with 853,638 reactions. Task: Predict the reaction yield, written as a fraction of the theoretical maximum amount of product (1.0 means a 100% yield; for example, 0.34 means a 34% yield). (1) The reactants are [C:1]1([S:7]([N:10]2[CH:14]=[CH:13][C:12]([CH2:15][C:16]([OH:18])=O)=[CH:11]2)(=[O:9])=[O:8])[CH:6]=[CH:5][CH:4]=[CH:3][CH:2]=1.[Li]N([Si](C)(C)C)[Si](C)(C)C.COC(=O)[C:32]1[CH:37]=[CH:36][CH:35]=[C:34]([F:38])[C:33]=1[F:39].Cl. The catalyst is C1COCC1. The product is [C:1]1([S:7]([N:10]2[CH:14]=[CH:13][C:12]([CH2:15][C:16]([C:32]3[CH:37]=[CH:36][CH:35]=[C:34]([F:38])[C:33]=3[F:39])=[O:18])=[CH:11]2)(=[O:8])=[O:9])[CH:2]=[CH:3][CH:4]=[CH:5][CH:6]=1. The yield is 0.580. (2) The reactants are Cl[CH:2](Cl)[C:3](=O)[CH3:4].[CH:7]1([CH:13]=O)[CH2:12][CH2:11][CH2:10][CH2:9][CH2:8]1.CC([O-])(C)C.[K+].[C:21]([CH2:23][C:24]([NH2:26])=[O:25])#[N:22]. The catalyst is C1COCC1. The product is [CH:7]1([C:13]2[CH:2]=[C:3]([CH3:4])[NH:26][C:24](=[O:25])[C:23]=2[C:21]#[N:22])[CH2:8][CH2:9][CH2:10][CH2:11][CH2:12]1. The yield is 0.320. (3) The reactants are [CH3:1][C:2]([CH3:36])([CH3:35])[C:3](=[O:34])[CH2:4][O:5][C:6]1[CH:11]=[CH:10][C:9]([C:12]([C:17]2[CH:18]=[CH:19][C:20]3[CH:24]=[C:23]([C:25]([NH:27][CH2:28][C:29]([OH:31])=[O:30])=[O:26])[S:22][C:21]=3[CH:32]=2)([CH2:15][CH3:16])[CH2:13][CH3:14])=[CH:8][C:7]=1[CH3:33].[BH4-].[Na+]. No catalyst specified. The product is [CH2:13]([C:12]([C:17]1[CH:18]=[CH:19][C:20]2[CH:24]=[C:23]([C:25]([NH:27][CH2:28][C:29]([OH:31])=[O:30])=[O:26])[S:22][C:21]=2[CH:32]=1)([C:9]1[CH:10]=[CH:11][C:6]([O:5][CH2:4][CH:3]([OH:34])[C:2]([CH3:35])([CH3:36])[CH3:1])=[C:7]([CH3:33])[CH:8]=1)[CH2:15][CH3:16])[CH3:14]. The yield is 0.790. (4) The reactants are Cl[C:2]1[CH:7]=[CH:6][C:5]([CH:8]2[CH2:12][CH2:11][CH:10]([C:13]3[CH:18]=[CH:17][C:16](Cl)=[C:15]([N+:20]([O-:22])=[O:21])[CH:14]=3)[N:9]2[C:23]2[CH:28]=[CH:27][C:26]([F:29])=[CH:25][CH:24]=2)=[CH:4][C:3]=1[N+:30]([O-:32])=[O:31].[CH3:33][O:34][C:35]1[CH:42]=[CH:41][C:38]([CH2:39][NH2:40])=[CH:37][CH:36]=1. The catalyst is ClCCl. The product is [F:29][C:26]1[CH:27]=[CH:28][C:23]([N:9]2[CH:10]([C:13]3[CH:18]=[CH:17][C:16]([NH:40][CH2:39][C:38]4[CH:41]=[CH:42][C:35]([O:34][CH3:33])=[CH:36][CH:37]=4)=[C:15]([N+:20]([O-:22])=[O:21])[CH:14]=3)[CH2:11][CH2:12][CH:8]2[C:5]2[CH:6]=[CH:7][C:2]([NH:40][CH2:39][C:38]3[CH:41]=[CH:42][C:35]([O:34][CH3:33])=[CH:36][CH:37]=3)=[C:3]([N+:30]([O-:32])=[O:31])[CH:4]=2)=[CH:24][CH:25]=1. The yield is 0.620. (5) The reactants are Br[C:2]1[CH:9]=[CH:8][C:5]([CH:6]=[O:7])=[C:4]([O:10][C:11]([F:14])([F:13])[F:12])[CH:3]=1.[NH:15]1[CH2:20][CH2:19][O:18][CH2:17][CH2:16]1.C(O[Na])(C)(C)C.C1C=CC(P(C2C(C3C(P(C4C=CC=CC=4)C4C=CC=CC=4)=CC=C4C=3C=CC=C4)=C3C(C=CC=C3)=CC=2)C2C=CC=CC=2)=CC=1. The catalyst is O.C1C=CC(/C=C/C(/C=C/C2C=CC=CC=2)=O)=CC=1.C1C=CC(/C=C/C(/C=C/C2C=CC=CC=2)=O)=CC=1.C1C=CC(/C=C/C(/C=C/C2C=CC=CC=2)=O)=CC=1.[Pd].[Pd].C1(C)C=CC=CC=1. The product is [N:15]1([C:2]2[CH:9]=[CH:8][C:5]([CH:6]=[O:7])=[C:4]([O:10][C:11]([F:14])([F:13])[F:12])[CH:3]=2)[CH2:20][CH2:19][O:18][CH2:17][CH2:16]1. The yield is 0.100. (6) The reactants are [C:1](/[CH:3]=[CH:4]/[C@H:5]([NH:13][S:14]([C:17]1[CH:22]=[CH:21][CH:20]=[CH:19][C:18]=1[O:23][C:24]([F:27])([F:26])[F:25])(=[O:16])=[O:15])[CH2:6][C:7]1[CH:12]=[CH:11][CH:10]=[CH:9][CH:8]=1)#[N:2].Br[CH2:29][C:30]([O:32][CH2:33][CH3:34])=[O:31].C([O-])([O-])=O.[K+].[K+].O. The catalyst is CN(C=O)C. The product is [C:1](/[CH:3]=[CH:4]/[C@H:5]([N:13]([CH2:29][C:30]([O:32][CH2:33][CH3:34])=[O:31])[S:14]([C:17]1[CH:22]=[CH:21][CH:20]=[CH:19][C:18]=1[O:23][C:24]([F:25])([F:26])[F:27])(=[O:15])=[O:16])[CH2:6][C:7]1[CH:12]=[CH:11][CH:10]=[CH:9][CH:8]=1)#[N:2]. The yield is 0.730. (7) The reactants are [CH2:1]([Si:4]([CH2:13][CH:14]=[CH2:15])([OH:12])[C:5]1[CH:10]=[CH:9][C:8](I)=[CH:7][CH:6]=1)[CH:2]=[CH2:3].C([O-])([O-])=O.[K+].[K+].[CH3:22][O:23][C:24]1[CH:29]=[CH:28][C:27](B(O)O)=[CH:26][CH:25]=1. The catalyst is C1C=CC([P]([Pd]([P](C2C=CC=CC=2)(C2C=CC=CC=2)C2C=CC=CC=2)([P](C2C=CC=CC=2)(C2C=CC=CC=2)C2C=CC=CC=2)[P](C2C=CC=CC=2)(C2C=CC=CC=2)C2C=CC=CC=2)(C2C=CC=CC=2)C2C=CC=CC=2)=CC=1.C1(C)C=CC=CC=1. The product is [CH2:1]([Si:4]([CH2:13][CH:14]=[CH2:15])([OH:12])[C:5]1[CH:10]=[CH:9][C:8]([C:27]2[CH:28]=[CH:29][C:24]([O:23][CH3:22])=[CH:25][CH:26]=2)=[CH:7][CH:6]=1)[CH:2]=[CH2:3]. The yield is 0.540. (8) The reactants are [OH:1][C:2]1[CH:26]=[CH:25][C:5]2[N:6]=[C:7]([C:9]([NH:11][CH:12]3[CH2:17][CH2:16][N:15]([C:18]([O:20][C:21]([CH3:24])([CH3:23])[CH3:22])=[O:19])[CH2:14][CH2:13]3)=[O:10])[O:8][C:4]=2[CH:3]=1.N(C(OC(C)C)=O)=NC(OC(C)C)=O.[F:41][C:42]([F:57])([F:56])[C:43]1[CH:48]=[CH:47][C:46]([N:49]2[CH2:54][CH2:53][CH:52](O)[CH2:51][CH2:50]2)=[CH:45][CH:44]=1.C1(P(C2C=CC=CC=2)C2C=CC=CC=2)C=CC=CC=1. The catalyst is C1(C)C=CC=CC=1. The product is [F:57][C:42]([F:41])([F:56])[C:43]1[CH:44]=[CH:45][C:46]([N:49]2[CH2:54][CH2:53][CH:52]([O:1][C:2]3[CH:26]=[CH:25][C:5]4[N:6]=[C:7]([C:9]([NH:11][CH:12]5[CH2:13][CH2:14][N:15]([C:18]([O:20][C:21]([CH3:22])([CH3:23])[CH3:24])=[O:19])[CH2:16][CH2:17]5)=[O:10])[O:8][C:4]=4[CH:3]=3)[CH2:51][CH2:50]2)=[CH:47][CH:48]=1. The yield is 0.660. (9) No catalyst specified. The reactants are [NH2:1][C:2]1[C:11]2[C:6](=[C:7](Br)[CH:8]=[CH:9][CH:10]=2)[N:5]=[N:4][C:3]=1[C:13]([NH:15][CH2:16][CH2:17][CH3:18])=[O:14].[F:19][C:20]1[CH:25]=[C:24]([O:26][CH3:27])[CH:23]=[CH:22][C:21]=1B(O)O. The yield is 0.660. The product is [NH2:1][C:2]1[C:11]2[C:6](=[C:7]([C:21]3[CH:22]=[CH:23][C:24]([O:26][CH3:27])=[CH:25][C:20]=3[F:19])[CH:8]=[CH:9][CH:10]=2)[N:5]=[N:4][C:3]=1[C:13]([NH:15][CH2:16][CH2:17][CH3:18])=[O:14]. (10) The product is [Cl:1][C:2]1[C:3]([Cl:29])=[C:4]2[NH:10][C:9]([C:11]3[CH:16]=[CH:15][C:14]([O:17][CH2:18][CH2:19][N:20]4[CH2:21][CH2:22][O:23][CH2:24][CH2:25]4)=[C:13]([CH:12]=3)[NH2:26])=[N:8][C:5]2=[N:6][CH:7]=1. The catalyst is CCO.[Zn]. The reactants are [Cl:1][C:2]1[C:3]([Cl:29])=[C:4]2[NH:10][C:9]([C:11]3[CH:16]=[CH:15][C:14]([O:17][CH2:18][CH2:19][N:20]4[CH2:25][CH2:24][O:23][CH2:22][CH2:21]4)=[C:13]([N+:26]([O-])=O)[CH:12]=3)=[N:8][C:5]2=[N:6][CH:7]=1.[Cl-].[Cl-].[Ca+2]. The yield is 0.0100.